This data is from Full USPTO retrosynthesis dataset with 1.9M reactions from patents (1976-2016). The task is: Predict the reactants needed to synthesize the given product. (1) The reactants are: [Cl:1][C:2]1[C:11]2[C:6](=[CH:7][C:8]([NH2:13])=[C:9]([Cl:12])[CH:10]=2)[CH:5]=[CH:4][N:3]=1.[B-](F)(F)(F)[F:15].[B-](F)(F)(F)F.C1[N+]2(CCl)CC[N+](F)(CC2)C1. Given the product [Cl:1][C:2]1[C:11]2[C:6](=[C:7]([F:15])[C:8]([NH2:13])=[C:9]([Cl:12])[CH:10]=2)[CH:5]=[CH:4][N:3]=1, predict the reactants needed to synthesize it. (2) Given the product [F:28][C:27]1[CH:26]=[CH:25][CH:24]=[C:23]([F:29])[C:22]=1[C:5]1[CH:6]=[C:7]([CH3:8])[C:2]([NH2:1])=[C:3]([NH2:18])[CH:4]=1, predict the reactants needed to synthesize it. The reactants are: [NH2:1][C:2]1[C:7]([CH3:8])=[CH:6][C:5](B2OC(C)(C)C(C)(C)O2)=[CH:4][C:3]=1[N+:18]([O-])=O.Br[C:22]1[C:27]([F:28])=[CH:26][CH:25]=[CH:24][C:23]=1[F:29].